The task is: Regression. Given a peptide amino acid sequence and an MHC pseudo amino acid sequence, predict their binding affinity value. This is MHC class I binding data.. This data is from Peptide-MHC class I binding affinity with 185,985 pairs from IEDB/IMGT. The peptide sequence is MPTDGLVGF. The MHC is HLA-A02:01 with pseudo-sequence HLA-A02:01. The binding affinity (normalized) is 0.